From a dataset of Reaction yield outcomes from USPTO patents with 853,638 reactions. Predict the reaction yield, written as a fraction of the theoretical maximum amount of product (1.0 means a 100% yield; for example, 0.34 means a 34% yield). The reactants are [CH2:1]([O:3][C:4]1[C:8]([CH2:9][CH2:10][CH2:11][OH:12])=[CH:7][N:6]([C:13]2[CH:18]=[CH:17][C:16]([C:19]([F:22])([F:21])[F:20])=[CH:15][N:14]=2)[N:5]=1)[CH3:2].O[C:24]1[CH:29]=[CH:28][CH:27]=[C:26]([O:30][CH3:31])[C:25]=1[CH2:32][CH2:33][C:34]([O:36]CC)=[O:35].C(P(CCCC)CCCC)CCC.N(C(N1CCCCC1)=O)=NC(N1CCCCC1)=O. The catalyst is O1CCCC1. The product is [CH2:1]([O:3][C:4]1[C:8]([CH2:9][CH2:10][CH2:11][O:12][C:24]2[CH:29]=[CH:28][CH:27]=[C:26]([O:30][CH3:31])[C:25]=2[CH2:32][CH2:33][C:34]([OH:36])=[O:35])=[CH:7][N:6]([C:13]2[CH:18]=[CH:17][C:16]([C:19]([F:21])([F:20])[F:22])=[CH:15][N:14]=2)[N:5]=1)[CH3:2]. The yield is 0.360.